This data is from Merck oncology drug combination screen with 23,052 pairs across 39 cell lines. The task is: Regression. Given two drug SMILES strings and cell line genomic features, predict the synergy score measuring deviation from expected non-interaction effect. Drug 1: COC12C(COC(N)=O)C3=C(C(=O)C(C)=C(N)C3=O)N1CC1NC12. Drug 2: O=C(O)C1(Cc2cccc(Nc3nccs3)n2)CCC(Oc2cccc(Cl)c2F)CC1. Cell line: A2058. Synergy scores: synergy=0.262.